Dataset: Full USPTO retrosynthesis dataset with 1.9M reactions from patents (1976-2016). Task: Predict the reactants needed to synthesize the given product. (1) Given the product [CH:69]1([NH:68][C:61]2[C:62]3[O:67][CH:66]=[CH:65][C:63]=3[N:64]=[C:59]([NH:40][C:41]3[CH:49]=[C:48]4[C:44]([C:45]([CH3:57])=[N:46][N:47]4[C:50]([O:52][C:53]([CH3:54])([CH3:56])[CH3:55])=[O:51])=[CH:43][CH:42]=3)[N:60]=2)[CH2:71][CH2:70]1, predict the reactants needed to synthesize it. The reactants are: CC(OC1C=CC=C(OC(C)C)C=1C1C(P(C2CCCCC2)C2CCCCC2)=CC=CC=1)C.C([O-])([O-])=O.[Cs+].[Cs+].[NH2:40][C:41]1[CH:49]=[C:48]2[C:44]([C:45]([CH3:57])=[N:46][N:47]2[C:50]([O:52][C:53]([CH3:56])([CH3:55])[CH3:54])=[O:51])=[CH:43][CH:42]=1.Cl[C:59]1[N:60]=[C:61]([NH:68][CH:69]2[CH2:71][CH2:70]2)[C:62]2[O:67][CH:66]=[CH:65][C:63]=2[N:64]=1. (2) Given the product [F:23][C:19]1[CH:20]=[CH:21][CH:22]=[C:2]([F:1])[C:3]=1[CH2:4][O:5][C:6]1[C:7]2[N:8]([C:12]([C:16]([NH:53][C@H:54]([CH2:57][CH2:58][CH2:59][CH3:60])[CH2:55][OH:56])=[O:17])=[C:13]([CH3:15])[N:14]=2)[CH:9]=[CH:10][CH:11]=1, predict the reactants needed to synthesize it. The reactants are: [F:1][C:2]1[CH:22]=[CH:21][CH:20]=[C:19]([F:23])[C:3]=1[CH2:4][O:5][C:6]1[C:7]2[N:8]([C:12]([C:16](O)=[O:17])=[C:13]([CH3:15])[N:14]=2)[CH:9]=[CH:10][CH:11]=1.F[B-](F)(F)F.N1(O[C+](N(C)C)N(C)C)C2C=CC=CC=2N=N1.CN1CCOCC1.[NH2:53][C@H:54]([CH2:57][CH2:58][CH2:59][CH3:60])[CH2:55][OH:56].Cl. (3) The reactants are: [CH2:1]([C:5]1[N:6]([CH2:20][C:21]2[CH:26]=[CH:25][C:24]([C:27]3[CH:32]=[CH:31][CH:30]=[CH:29][C:28]=3[C:33]3[N:37](C(C4C=CC=CC=4)(C4C=CC=CC=4)C4C=CC=CC=4)[N:36]=[N:35][N:34]=3)=[CH:23][CH:22]=2)[C:7]([C:11]([O:13][CH2:14][C:15]([O:17]CC)=[O:16])=[O:12])=[C:8]([Cl:10])[N:9]=1)[CH2:2][CH2:3][CH3:4]. Given the product [CH2:1]([C:5]1[N:6]([CH2:20][C:21]2[CH:26]=[CH:25][C:24]([C:27]3[CH:32]=[CH:31][CH:30]=[CH:29][C:28]=3[C:33]3[NH:37][N:36]=[N:35][N:34]=3)=[CH:23][CH:22]=2)[C:7]([C:11]([O:13][CH2:14][C:15]([OH:17])=[O:16])=[O:12])=[C:8]([Cl:10])[N:9]=1)[CH2:2][CH2:3][CH3:4], predict the reactants needed to synthesize it. (4) Given the product [CH3:22][O:21][C:4]1[CH:3]=[C:2]([C:28]2[N:24]([CH3:23])[CH:25]=[N:26][CH:27]=2)[CH:7]=[CH:6][C:5]=1[NH:8][C:9]1[N:14]=[C:13]([NH:15][CH3:16])[C:12]([C:17]([F:20])([F:19])[F:18])=[CH:11][N:10]=1, predict the reactants needed to synthesize it. The reactants are: Br[C:2]1[CH:7]=[CH:6][C:5]([NH:8][C:9]2[N:14]=[C:13]([NH:15][CH3:16])[C:12]([C:17]([F:20])([F:19])[F:18])=[CH:11][N:10]=2)=[C:4]([O:21][CH3:22])[CH:3]=1.[CH3:23][N:24]1[C:28]([Sn](CCCC)(CCCC)CCCC)=[CH:27][N:26]=[CH:25]1. (5) Given the product [C:33]([CH2:1][S:4][CH2:5][C:6]1[CH:11]=[C:10]([N:12]2[CH2:17][CH2:16][O:15][CH2:14][C@@H:13]2[CH3:18])[N:9]=[C:8]([C:19]2[CH:24]=[CH:23][C:22]([NH:25][C:26](=[O:30])[N:27]([CH3:28])[CH3:29])=[CH:21][CH:20]=2)[N:7]=1)#[N:34], predict the reactants needed to synthesize it. The reactants are: [C:1]([S:4][CH2:5][C:6]1[CH:11]=[C:10]([N:12]2[CH2:17][CH2:16][O:15][CH2:14][C@@H:13]2[CH3:18])[N:9]=[C:8]([C:19]2[CH:24]=[CH:23][C:22]([NH:25][C:26](=[O:30])[N:27]([CH3:29])[CH3:28])=[CH:21][CH:20]=2)[N:7]=1)(=N)N.BrC[C:33]#[N:34].[OH-].[Na+]. (6) Given the product [CH:22]([C:8]1[N:9]=[C:10]([C:12]2[CH:13]=[CH:14][C:15]([C:18]([F:20])([F:21])[F:19])=[CH:16][CH:17]=2)[O:11][C:7]=1[CH:5]([CH3:6])[CH2:4][OH:3])([CH3:23])[CH3:24], predict the reactants needed to synthesize it. The reactants are: C([O:3][C:4](=O)[CH:5]([C:7]1[O:11][C:10]([C:12]2[CH:17]=[CH:16][C:15]([C:18]([F:21])([F:20])[F:19])=[CH:14][CH:13]=2)=[N:9][C:8]=1[CH:22]([CH3:24])[CH3:23])[CH3:6])C.O1CCCC1.[H-].[Al+3].[Li+].[H-].[H-].[H-].Cl. (7) Given the product [F:38][C:23]1[CH:24]=[C:25]2[C:20](=[CH:21][CH:22]=1)[N:19]=[C:18]([CH:16]([NH:15][C:13](=[O:14])[O:12][C:8]([CH3:10])([CH3:11])[CH3:9])[CH3:17])[C:27]([C:28]1[CH:33]=[CH:32][CH:31]=[CH:30][N:29]=1)=[C:26]2[C:34]1[O:1][N:2]=[C:3]([CH3:4])[N:5]=1, predict the reactants needed to synthesize it. The reactants are: [OH:1][N:2]=[C:3]([NH2:5])[CH3:4].[H-].[Na+].[C:8]([O:12][C:13]([NH:15][CH:16]([C:18]1[C:27]([C:28]2[CH:33]=[CH:32][CH:31]=[CH:30][N:29]=2)=[C:26]([C:34](OC)=O)[C:25]2[C:20](=[CH:21][CH:22]=[C:23]([F:38])[CH:24]=2)[N:19]=1)[CH3:17])=[O:14])([CH3:11])([CH3:10])[CH3:9].